Dataset: Forward reaction prediction with 1.9M reactions from USPTO patents (1976-2016). Task: Predict the product of the given reaction. Given the reactants [F:1][C:2]([F:18])([F:17])[C:3]1[O:7][N:6]=[C:5]([C:8]2[N:13]=[C:12]([C:14]([OH:16])=O)[CH:11]=[CH:10][CH:9]=2)[N:4]=1.[Cl:19][C:20]1[CH:25]=[CH:24][C:23]([C:26]2[N:27]=[C:28]([C:31]([CH3:35])([CH3:34])[CH2:32][NH2:33])[S:29][CH:30]=2)=[CH:22][CH:21]=1, predict the reaction product. The product is: [Cl:19][C:20]1[CH:21]=[CH:22][C:23]([C:26]2[N:27]=[C:28]([C:31]([CH3:35])([CH3:34])[CH2:32][NH:33][C:14](=[O:16])[C:12]3[CH:11]=[CH:10][CH:9]=[C:8]([C:5]4[N:4]=[C:3]([C:2]([F:1])([F:18])[F:17])[O:7][N:6]=4)[N:13]=3)[S:29][CH:30]=2)=[CH:24][CH:25]=1.